From a dataset of Forward reaction prediction with 1.9M reactions from USPTO patents (1976-2016). Predict the product of the given reaction. (1) The product is: [CH3:19][O:18][C@@H:5]([CH2:6][C:7]1[CH:8]=[CH:9][C:10]([O:13][CH2:14][CH2:15][CH2:16][O:21][C:22]2[CH:23]=[CH:24][C:25]([NH:28][C:29](=[O:38])[C:30]3[CH:35]=[CH:34][CH:33]=[C:32]([O:36][CH3:37])[CH:31]=3)=[CH:26][CH:27]=2)=[CH:11][CH:12]=1)[C:4]([OH:3])=[O:20]. Given the reactants C([O:3][C:4](=[O:20])[C@@H:5]([O:18][CH3:19])[CH2:6][C:7]1[CH:12]=[CH:11][C:10]([O:13][CH2:14][CH2:15][CH2:16]Br)=[CH:9][CH:8]=1)C.[OH:21][C:22]1[CH:27]=[CH:26][C:25]([NH:28][C:29](=[O:38])[C:30]2[CH:35]=[CH:34][CH:33]=[C:32]([O:36][CH3:37])[CH:31]=2)=[CH:24][CH:23]=1.[OH-].[Na+], predict the reaction product. (2) Given the reactants [CH:1]1([C:4]2[N:8](C(OC(C)(C)C)=O)[C:7]3[CH:16]=[C:17]([C:29]4[C:30]([CH3:35])=[N:31][O:32][C:33]=4[CH3:34])[CH:18]=[C:19]([C:20]([C@@H:22]4[CH2:28][CH2:27][C:24]5([CH2:26][CH2:25]5)[O:23]4)=[O:21])[C:6]=3[N:5]=2)[CH2:3][CH2:2]1.[NH4+:36].[Cl-], predict the reaction product. The product is: [CH:1]1([C:4]2[NH:8][C:7]3[CH:16]=[C:17]([C:29]4[C:30]([CH3:35])=[N:31][O:32][C:33]=4[CH3:34])[CH:18]=[C:19]([C@:20]([C:18]4[CH:19]=[CH:6][CH:7]=[C:16]([CH3:17])[N:36]=4)([C@@H:22]4[CH2:28][CH2:27][C:24]5([CH2:25][CH2:26]5)[O:23]4)[OH:21])[C:6]=3[N:5]=2)[CH2:3][CH2:2]1. (3) Given the reactants [Cl:1][C:2]1[N:10]=[C:9]2[C:5]([N:6]=[CH:7][N:8]2[CH:11]2[CH2:15][CH2:14][CH2:13][CH2:12]2)=[C:4](Cl)[N:3]=1.[CH3:17][O:18][C:19]1[CH:26]=[CH:25][C:22]([CH2:23][NH2:24])=[CH:21][CH:20]=1, predict the reaction product. The product is: [Cl:1][C:2]1[N:10]=[C:9]2[C:5]([N:6]=[CH:7][N:8]2[CH:11]2[CH2:15][CH2:14][CH2:13][CH2:12]2)=[C:4]([NH:24][CH2:23][C:22]2[CH:25]=[CH:26][C:19]([O:18][CH3:17])=[CH:20][CH:21]=2)[N:3]=1. (4) Given the reactants [NH2:1][C:2]1[N:7]=[C:6]([NH:8][C:9]2[C:10](=[O:17])[N:11]([CH3:16])[CH:12]=[C:13](Br)[CH:14]=2)[CH:5]=[CH:4][CH:3]=1.[C:18]([C:22]1[CH:46]=[CH:45][C:25]([C:26]([NH:28][C:29]2[CH:34]=[CH:33][CH:32]=[C:31](B3OC(C)(C)C(C)(C)O3)[C:30]=2[CH3:44])=[O:27])=[CH:24][CH:23]=1)([CH3:21])([CH3:20])[CH3:19], predict the reaction product. The product is: [NH2:1][C:2]1[N:7]=[C:6]([NH:8][C:9]2[C:10](=[O:17])[N:11]([CH3:16])[CH:12]=[C:13]([C:31]3[C:30]([CH3:44])=[C:29]([NH:28][C:26](=[O:27])[C:25]4[CH:24]=[CH:23][C:22]([C:18]([CH3:19])([CH3:20])[CH3:21])=[CH:46][CH:45]=4)[CH:34]=[CH:33][CH:32]=3)[CH:14]=2)[CH:5]=[CH:4][CH:3]=1. (5) Given the reactants [ClH:1].[CH2:2]([O:4][C:5]1[CH:14]=[C:13]([O:15][C@H:16]2[CH2:20][N:19](C(OC(C)(C)C)=O)[C@H:18]([C:28]([O:30][CH3:31])=[O:29])[CH2:17]2)[C:12]2[C:7](=[CH:8][C:9]([O:34][CH3:35])=[C:10]([CH:32]=[CH2:33])[CH:11]=2)[N:6]=1)[CH3:3], predict the reaction product. The product is: [ClH:1].[ClH:1].[CH2:2]([O:4][C:5]1[CH:14]=[C:13]([O:15][C@H:16]2[CH2:20][NH:19][C@H:18]([C:28]([O:30][CH3:31])=[O:29])[CH2:17]2)[C:12]2[C:7](=[CH:8][C:9]([O:34][CH3:35])=[C:10]([CH:32]=[CH2:33])[CH:11]=2)[N:6]=1)[CH3:3]. (6) The product is: [CH3:22][N:10]1[CH2:9][CH2:8][O:7][C:6]2[CH:5]=[CH:4][C:3]([B:12]3[O:13][C:14]([CH3:20])([CH3:19])[C:15]([CH3:18])([CH3:17])[O:16]3)=[C:2]([CH3:1])[C:11]1=2. Given the reactants [CH3:1][C:2]1[C:11]2[NH:10][CH2:9][CH2:8][O:7][C:6]=2[CH:5]=[CH:4][C:3]=1[B:12]1[O:16][C:15]([CH3:18])([CH3:17])[C:14]([CH3:20])([CH3:19])[O:13]1.I[CH3:22], predict the reaction product.